Dataset: Reaction yield outcomes from USPTO patents with 853,638 reactions. Task: Predict the reaction yield, written as a fraction of the theoretical maximum amount of product (1.0 means a 100% yield; for example, 0.34 means a 34% yield). (1) No catalyst specified. The reactants are [CH2:1]([C:6]1[CH:14]=[CH:13][C:9]([C:10](Cl)=[O:11])=[CH:8][CH:7]=1)[CH2:2][CH2:3][CH2:4][CH3:5].[CH3:15][CH:16]([CH3:39])[CH:17]([NH:22][C:23]([C:25]1[S:26][CH:27]=[C:28]([C:30]2[CH:35]=[CH:34][C:33]([N+:36]([O-])=O)=[CH:32][CH:31]=2)[N:29]=1)=[O:24])[C:18]([O:20][CH3:21])=[O:19]. The yield is 0.560. The product is [CH3:15][CH:16]([CH3:39])[CH:17]([NH:22][C:23]([C:25]1[S:26][CH:27]=[C:28]([C:30]2[CH:35]=[CH:34][C:33]([NH:36][C:10](=[O:11])[C:9]3[CH:13]=[CH:14][C:6]([CH2:1][CH2:2][CH2:3][CH2:4][CH3:5])=[CH:7][CH:8]=3)=[CH:32][CH:31]=2)[N:29]=1)=[O:24])[C:18]([O:20][CH3:21])=[O:19]. (2) The reactants are [C:1]([O:5][C:6]([N:8]1[CH2:13][CH2:12][N:11]([C:14]2[CH:15]=[N:16][C:17]([NH:20][C:21]3[N:22]=[CH:23][C:24]4[C:30]([CH3:31])=[C:29](Br)[C:28](=[O:33])[N:27]([CH:34]5[CH2:38][CH2:37][CH2:36][CH2:35]5)[C:25]=4[N:26]=3)=[CH:18][CH:19]=2)[CH2:10][CH2:9]1)=[O:7])([CH3:4])([CH3:3])[CH3:2].C([Sn](CCCC)(CCCC)[C:44]([O:46][CH2:47][CH3:48])=[CH2:45])CCC. The catalyst is C1(C)C=CC=CC=1. The product is [C:1]([O:5][C:6]([N:8]1[CH2:13][CH2:12][N:11]([C:14]2[CH:15]=[N:16][C:17]([NH:20][C:21]3[N:22]=[CH:23][C:24]4[C:30]([CH3:31])=[C:29]([C:44]([O:46][CH2:47][CH3:48])=[CH2:45])[C:28](=[O:33])[N:27]([CH:34]5[CH2:38][CH2:37][CH2:36][CH2:35]5)[C:25]=4[N:26]=3)=[CH:18][CH:19]=2)[CH2:10][CH2:9]1)=[O:7])([CH3:4])([CH3:3])[CH3:2]. The yield is 0.780.